Dataset: Catalyst prediction with 721,799 reactions and 888 catalyst types from USPTO. Task: Predict which catalyst facilitates the given reaction. (1) Reactant: B1C2CCCC1CCC2.[F:10][C:11]([F:28])([F:27])[C:12]1[CH:17]=[CH:16][CH:15]=[C:14]([O:18][C:19]2[CH:24]=[CH:23][C:22]([CH:25]=[CH2:26])=[CH:21][CH:20]=2)[CH:13]=1.[OH-:29].[Na+].OO. Product: [F:10][C:11]([F:27])([F:28])[C:12]1[CH:13]=[C:14]([CH:15]=[CH:16][CH:17]=1)[O:18][C:19]1[CH:24]=[CH:23][C:22]([CH2:25][CH2:26][OH:29])=[CH:21][CH:20]=1. The catalyst class is: 1. (2) The catalyst class is: 5. Product: [CH:1]1([C:4]2[N:8]([CH3:9])[C:7]3[C:10]([C:21]([OH:23])=[O:22])=[CH:11][C:12]([C:14]4[C:15]([CH3:20])=[N:16][O:17][C:18]=4[CH3:19])=[CH:13][C:6]=3[N:5]=2)[CH2:2][CH2:3]1. Reactant: [CH:1]1([C:4]2[N:8]([CH3:9])[C:7]3[C:10]([C:21]([O:23]C)=[O:22])=[CH:11][C:12]([C:14]4[C:15]([CH3:20])=[N:16][O:17][C:18]=4[CH3:19])=[CH:13][C:6]=3[N:5]=2)[CH2:3][CH2:2]1.[OH-].[Na+]. (3) Reactant: [Br:1][C:2]1[CH:7]=[CH:6][C:5]([CH2:8][C:9]([OH:11])=O)=[CH:4][CH:3]=1.C(N(C(C)C)CC)(C)C.C(N1C=CN=C1)(N1C=CN=C1)=O.[F:33][C:34]([F:43])([F:42])[C:35]1[CH:36]=[C:37]([CH:39]=[CH:40][CH:41]=1)[NH2:38]. Product: [Br:1][C:2]1[CH:3]=[CH:4][C:5]([CH2:8][C:9]([NH:38][C:37]2[CH:39]=[CH:40][CH:41]=[C:35]([C:34]([F:33])([F:42])[F:43])[CH:36]=2)=[O:11])=[CH:6][CH:7]=1. The catalyst class is: 217. (4) Reactant: C(NC(C)C)(C)C.C([Li])CCC.[Br:13][C:14]1[CH:22]=[CH:21][C:17]2[S:18][CH:19]=[CH:20][C:16]=2[CH:15]=1.[CH3:23][Si:24](Cl)([CH3:26])[CH3:25].[NH4+].[Cl-]. Product: [Br:13][C:14]1[CH:22]=[CH:21][C:17]2[S:18][C:19]([Si:24]([CH3:26])([CH3:25])[CH3:23])=[CH:20][C:16]=2[CH:15]=1. The catalyst class is: 1. (5) The catalyst class is: 703. Reactant: [CH3:1][NH:2][C:3]1[C:8]([CH2:9][OH:10])=[CH:7][N:6]=[C:5]([S:11][CH3:12])[N:4]=1. Product: [CH3:1][NH:2][C:3]1[C:8]([CH:9]=[O:10])=[CH:7][N:6]=[C:5]([S:11][CH3:12])[N:4]=1. (6) Reactant: [C:1]([C:4]1[CH:22]=[CH:21][C:7]([C:8]([NH:10][C:11]2([C:18]([OH:20])=[O:19])[CH2:17][CH2:16][CH2:15][CH2:14][CH2:13][CH2:12]2)=[O:9])=[CH:6][C:5]=1[O:23][CH2:24][CH2:25][C:26]1[CH:27]=[C:28]([CH3:32])[CH:29]=[CH:30][CH:31]=1)(=[O:3])[CH3:2].[BH4-].[Na+]. Product: [OH:3][CH:1]([C:4]1[CH:22]=[CH:21][C:7]([C:8]([NH:10][C:11]2([C:18]([OH:20])=[O:19])[CH2:17][CH2:16][CH2:15][CH2:14][CH2:13][CH2:12]2)=[O:9])=[CH:6][C:5]=1[O:23][CH2:24][CH2:25][C:26]1[CH:27]=[C:28]([CH3:32])[CH:29]=[CH:30][CH:31]=1)[CH3:2]. The catalyst class is: 5.